Dataset: Reaction yield outcomes from USPTO patents with 853,638 reactions. Task: Predict the reaction yield, written as a fraction of the theoretical maximum amount of product (1.0 means a 100% yield; for example, 0.34 means a 34% yield). The reactants are [C:1]1([S:7]([N:10]2[C:18]3[C:13](=[CH:14][C:15]([F:19])=[CH:16][CH:17]=3)[CH:12]=[C:11]2Br)(=[O:9])=[O:8])[CH:6]=[CH:5][CH:4]=[CH:3][CH:2]=1.CN([CH:24]=[O:25])C.C([O-])([O-])=O.[K+].[K+]. The catalyst is O.C1C=CC([P]([Pd]([P](C2C=CC=CC=2)(C2C=CC=CC=2)C2C=CC=CC=2)([P](C2C=CC=CC=2)(C2C=CC=CC=2)C2C=CC=CC=2)[P](C2C=CC=CC=2)(C2C=CC=CC=2)C2C=CC=CC=2)(C2C=CC=CC=2)C2C=CC=CC=2)=CC=1. The product is [C:1]1([S:7]([N:10]2[C:18]3[C:13](=[CH:14][C:15]([F:19])=[CH:16][CH:17]=3)[CH:12]=[C:11]2[C:1]2[CH:2]=[C:3]([CH:4]=[CH:5][CH:6]=2)[CH:24]=[O:25])(=[O:9])=[O:8])[CH:6]=[CH:5][CH:4]=[CH:3][CH:2]=1. The yield is 0.530.